The task is: Predict which catalyst facilitates the given reaction.. This data is from Catalyst prediction with 721,799 reactions and 888 catalyst types from USPTO. (1) Reactant: Cl.[O:2]([C:9]1[CH:14]=[CH:13][C:12]([C:15]2[N:23]=[C:22]([N:24]3[CH2:29][CH2:28][NH:27][CH2:26][CH2:25]3)[CH:21]=[CH:20][C:16]=2[C:17]([OH:19])=[O:18])=[CH:11][CH:10]=1)[C:3]1[CH:8]=[CH:7][CH:6]=[CH:5][CH:4]=1.[C:30](Cl)(=[O:33])[CH:31]=[CH2:32]. Product: [C:30]([N:27]1[CH2:28][CH2:29][N:24]([C:22]2[N:23]=[C:15]([C:12]3[CH:11]=[CH:10][C:9]([O:2][C:3]4[CH:4]=[CH:5][CH:6]=[CH:7][CH:8]=4)=[CH:14][CH:13]=3)[C:16]([C:17]([OH:19])=[O:18])=[CH:20][CH:21]=2)[CH2:25][CH2:26]1)(=[O:33])[CH:31]=[CH2:32]. The catalyst class is: 2. (2) Reactant: [Br:1][C:2]1[CH:7]=[CH:6][C:5]([NH:8][C:9]([C:11]2[CH:31]=[CH:30][C:14]3[N:15]([CH3:29])[C:16]([NH:18][C:19]4[CH:27]=[CH:26][C:22]([C:23](O)=[O:24])=[CH:21][C:20]=4[Cl:28])=[N:17][C:13]=3[CH:12]=2)=[O:10])=[CH:4][CH:3]=1.CN.[CH3:34][N:35](C(ON1N=NC2C=CC=CC1=2)=[N+](C)C)C.[B-](F)(F)(F)F. Product: [Br:1][C:2]1[CH:3]=[CH:4][C:5]([NH:8][C:9]([C:11]2[CH:31]=[CH:30][C:14]3[N:15]([CH3:29])[C:16]([NH:18][C:19]4[CH:27]=[CH:26][C:22]([C:23](=[O:24])[NH:35][CH3:34])=[CH:21][C:20]=4[Cl:28])=[N:17][C:13]=3[CH:12]=2)=[O:10])=[CH:6][CH:7]=1. The catalyst class is: 1.